The task is: Regression. Given a peptide amino acid sequence and an MHC pseudo amino acid sequence, predict their binding affinity value. This is MHC class II binding data.. This data is from Peptide-MHC class II binding affinity with 134,281 pairs from IEDB. The peptide sequence is GCGLFGKGSIVACAK. The MHC is HLA-DQA10201-DQB10301 with pseudo-sequence HLA-DQA10201-DQB10301. The binding affinity (normalized) is 0.703.